From a dataset of Full USPTO retrosynthesis dataset with 1.9M reactions from patents (1976-2016). Predict the reactants needed to synthesize the given product. (1) The reactants are: [H-].[Na+].[CH2:3]([N:5]1[C:14]2[CH:13]=[CH:12][C:11]([CH3:15])=[CH:10][C:9]=2[C:8](=[O:16])[C:7]2[N:17]([CH3:20])[N:18]=[CH:19][C:6]1=2)[CH3:4].ICC[CH2:24][CH2:25][CH2:26][I:27].[CH3:28]N(C)C=O. Given the product [I:27][C:26]1[CH:25]=[CH:24][CH:4]=[C:3]([N:5]2[C:14]3[CH:13]=[CH:12][C:11]([CH3:15])=[CH:10][C:9]=3[C:8](=[O:16])[C:7]3[N:17]([CH3:20])[N:18]=[CH:19][C:6]2=3)[CH:28]=1, predict the reactants needed to synthesize it. (2) Given the product [Br:19][C:20]1[CH:25]=[C:24]([F:26])[CH:23]=[CH:22][C:21]=1[S:27]([NH:1][C:2]1[CH:11]=[CH:10][C:9]2[N:8]3[CH:12]=[CH:13][N:14]=[C:7]3[CH2:6][O:5][C:4]=2[C:3]=1[C:15]([O:17][CH3:18])=[O:16])(=[O:29])=[O:28], predict the reactants needed to synthesize it. The reactants are: [NH2:1][C:2]1[CH:11]=[CH:10][C:9]2[N:8]3[CH:12]=[CH:13][N:14]=[C:7]3[CH2:6][O:5][C:4]=2[C:3]=1[C:15]([O:17][CH3:18])=[O:16].[Br:19][C:20]1[CH:25]=[C:24]([F:26])[CH:23]=[CH:22][C:21]=1[S:27](Cl)(=[O:29])=[O:28]. (3) The reactants are: [CH3:1][C:2]1[CH:7]=[CH:6][C:5]([C:8]2[O:12][N:11]=[CH:10][C:9]=2[C:13]([OH:15])=O)=[CH:4][CH:3]=1.[N:16]1[CH:21]=[CH:20][CH:19]=[CH:18][C:17]=1[N:22]1[CH2:27][CH2:26][NH:25][CH2:24][CH2:23]1. Given the product [CH3:1][C:2]1[CH:3]=[CH:4][C:5]([C:8]2[O:12][N:11]=[CH:10][C:9]=2[C:13]([N:25]2[CH2:26][CH2:27][N:22]([C:17]3[CH:18]=[CH:19][CH:20]=[CH:21][N:16]=3)[CH2:23][CH2:24]2)=[O:15])=[CH:6][CH:7]=1, predict the reactants needed to synthesize it. (4) Given the product [F:1][C:2]1[CH:3]=[C:4]([CH:15]([CH3:20])[C:16]([O:18][CH3:19])=[O:17])[CH:5]=[CH:6][C:7]=1[C:8]1[CH:13]=[CH:12][CH:11]=[C:10]([O:14][C:25](=[O:26])[NH:24][CH2:21][CH2:22][CH3:23])[CH:9]=1, predict the reactants needed to synthesize it. The reactants are: [F:1][C:2]1[CH:3]=[C:4]([CH:15]([CH3:20])[C:16]([O:18][CH3:19])=[O:17])[CH:5]=[CH:6][C:7]=1[C:8]1[CH:13]=[CH:12][CH:11]=[C:10]([OH:14])[CH:9]=1.[CH2:21]([N:24]=[C:25]=[O:26])[CH2:22][CH3:23].